Dataset: Full USPTO retrosynthesis dataset with 1.9M reactions from patents (1976-2016). Task: Predict the reactants needed to synthesize the given product. (1) The reactants are: [C:1]([NH:5][S:6]([CH2:9][O:10][C:11]1[CH:16]=[CH:15][C:14]([Cl:17])=[CH:13][C:12]=1[CH:18]=[C:19]1[C:27]2[C:22](=[CH:23][C:24]([Cl:28])=[CH:25][CH:26]=2)[NH:21][C:20]1=[O:29])(=[O:8])=[O:7])([CH3:4])([CH3:3])[CH3:2].[C:30]([O:34][C:35](O[C:35]([O:34][C:30]([CH3:33])([CH3:32])[CH3:31])=[O:36])=[O:36])([CH3:33])([CH3:32])[CH3:31]. Given the product [C:30]([O:34][C:35]([N:21]1[C:22]2[C:27](=[CH:26][CH:25]=[C:24]([Cl:28])[CH:23]=2)/[C:19](=[CH:18]/[C:12]2[CH:13]=[C:14]([Cl:17])[CH:15]=[CH:16][C:11]=2[O:10][CH2:9][S:6](=[O:7])(=[O:8])[NH:5][C:1]([CH3:4])([CH3:2])[CH3:3])/[C:20]1=[O:29])=[O:36])([CH3:33])([CH3:32])[CH3:31], predict the reactants needed to synthesize it. (2) Given the product [N:14]1([CH2:1][CH:3]2[C:11]3[CH:10]=[CH:9][CH:8]=[C:7]([C:12]#[N:13])[C:6]=3[CH2:5][CH2:4]2)[CH2:19][CH2:18][NH:17][CH2:16][CH2:15]1, predict the reactants needed to synthesize it. The reactants are: [CH:1]([CH:3]1[C:11]2[CH:10]=[CH:9][CH:8]=[C:7]([C:12]#[N:13])[C:6]=2[CH2:5][CH2:4]1)=O.[N:14]1(C(OC(C)(C)C)=O)[CH2:19][CH2:18][NH:17][CH2:16][CH2:15]1. (3) Given the product [CH3:1][C:2]1([CH3:33])[C:11]2[CH:10]=[C:9]([Se:12][C:13]3[CH:18]=[CH:17][C:16](/[CH:19]=[CH:20]/[C:21]([OH:23])=[O:22])=[CH:15][CH:14]=3)[CH:8]=[CH:7][C:6]=2[C:5]([C:26]2[CH:27]=[CH:28][C:29]([CH3:32])=[CH:30][CH:31]=2)=[CH:4][CH2:3]1, predict the reactants needed to synthesize it. The reactants are: [CH3:1][C:2]1([CH3:33])[C:11]2[CH:10]=[C:9]([Se:12][C:13]3[CH:18]=[CH:17][C:16](/[CH:19]=[CH:20]/[C:21]([O:23]CC)=[O:22])=[CH:15][CH:14]=3)[CH:8]=[CH:7][C:6]=2[C:5]([C:26]2[CH:31]=[CH:30][C:29]([CH3:32])=[CH:28][CH:27]=2)=[CH:4][CH2:3]1.O.[OH-].[Li+]. (4) The reactants are: [F:1][C:2]1[CH:7]=[CH:6][C:5]([N:8]2[CH2:13][CH2:12][N:11]([S:14]([C:17]3[CH:18]=[C:19]([C:23](=[O:25])[CH3:24])[CH:20]=[CH:21][CH:22]=3)(=[O:16])=[O:15])[C@H:10]([CH3:26])[CH2:9]2)=[C:4]([C:27]([F:30])([F:29])[F:28])[CH:3]=1.[Si]([C:35]([F:38])([F:37])[F:36])(C)(C)C.CCCC[N+](CCCC)(CCCC)CCCC.[F-]. Given the product [F:36][C:35]([F:38])([F:37])[C:23]([C:19]1[CH:20]=[CH:21][CH:22]=[C:17]([S:14]([N:11]2[CH2:12][CH2:13][N:8]([C:5]3[CH:6]=[CH:7][C:2]([F:1])=[CH:3][C:4]=3[C:27]([F:30])([F:29])[F:28])[CH2:9][C@H:10]2[CH3:26])(=[O:16])=[O:15])[CH:18]=1)([OH:25])[CH3:24], predict the reactants needed to synthesize it.